From a dataset of Catalyst prediction with 721,799 reactions and 888 catalyst types from USPTO. Predict which catalyst facilitates the given reaction. (1) Reactant: [N+:1]([C:4]1[CH:5]=[CH:6][C:7]2[S:11][CH:10]=[CH:9][C:8]=2[CH:12]=1)([O-:3])=[O:2].[ClH:13].[CH2:14]=O.S(=O)(=O)(O)O. Product: [N+:1]([C:4]1[CH:5]=[CH:6][C:7]2[S:11][CH:10]=[C:9]([CH2:14][Cl:13])[C:8]=2[CH:12]=1)([O-:3])=[O:2]. The catalyst class is: 6. (2) Reactant: [BH4-].[Na+].[C:3]1([S:9]([C:12]2[CH:19]=[CH:18][C:15]([CH:16]=[O:17])=[CH:14][CH:13]=2)(=[O:11])=[O:10])[CH:8]=[CH:7][CH:6]=[CH:5][CH:4]=1.O1CCCC1. Product: [C:3]1([S:9]([C:12]2[CH:13]=[CH:14][C:15]([CH2:16][OH:17])=[CH:18][CH:19]=2)(=[O:10])=[O:11])[CH:8]=[CH:7][CH:6]=[CH:5][CH:4]=1. The catalyst class is: 13. (3) Reactant: [CH3:1][C:2]1[NH:3][C:4]2[C:9]([CH:10]=1)=[CH:8][C:7]([O:11][CH3:12])=[CH:6][CH:5]=2.[H-].[Na+].Br[CH2:16][C:17]([O:19][CH2:20][CH3:21])=[O:18]. Product: [CH2:20]([O:19][C:17](=[O:18])[CH2:16][N:3]1[C:4]2[C:9](=[CH:8][C:7]([O:11][CH3:12])=[CH:6][CH:5]=2)[CH:10]=[C:2]1[CH3:1])[CH3:21]. The catalyst class is: 3. (4) Reactant: [Cl:1][C:2]1[C:3]([OH:20])=[CH:4][C:5]([OH:19])=[C:6]([C:8](=[O:18])[CH2:9][C:10]2[CH:15]=[CH:14][C:13]([O:16][CH3:17])=[CH:12][CH:11]=2)[CH:7]=1.C(=O)([O-])[O-].[K+].[K+].[CH2:27](Br)[C:28]1[CH:33]=[CH:32][CH:31]=[CH:30][CH:29]=1. Product: [CH2:27]([O:19][C:5]1[CH:4]=[C:3]([O:20][CH2:8][C:6]2[CH:7]=[CH:2][CH:3]=[CH:4][CH:5]=2)[C:2]([Cl:1])=[CH:7][C:6]=1[C:8](=[O:18])[CH2:9][C:10]1[CH:11]=[CH:12][C:13]([O:16][CH3:17])=[CH:14][CH:15]=1)[C:28]1[CH:33]=[CH:32][CH:31]=[CH:30][CH:29]=1. The catalyst class is: 47. (5) Reactant: [F:1][C:2]1([F:27])[CH2:7][CH2:6][CH:5]([CH2:8][NH:9][C:10]([C:12]2[C:13]3[CH:14]=[CH:15][C:16]([C:23]#[C:24][CH2:25][OH:26])=[N:17][C:18]=3[CH:19]=[CH:20][C:21]=2[Cl:22])=[O:11])[CH2:4][CH2:3]1.C[SiH](C)C. Product: [F:27][C:2]1([F:1])[CH2:7][CH2:6][CH:5]([CH2:8][NH:9][C:10]([C:12]2[C:13]3[CH:14]=[CH:15][C:16]([CH2:23][CH2:24][CH2:25][OH:26])=[N:17][C:18]=3[CH:19]=[CH:20][C:21]=2[Cl:22])=[O:11])[CH2:4][CH2:3]1. The catalyst class is: 19.